Dataset: Reaction yield outcomes from USPTO patents with 853,638 reactions. Task: Predict the reaction yield, written as a fraction of the theoretical maximum amount of product (1.0 means a 100% yield; for example, 0.34 means a 34% yield). (1) The reactants are [NH:1]1[CH:5]=[CH:4][N:3]=[C:2]1[C:6]1[C:14]2[C:9](=[CH:10][CH:11]=[CH:12][CH:13]=2)[N:8]([S:15]([C:18]2[CH:23]=[CH:22][CH:21]=[CH:20][CH:19]=2)(=[O:17])=[O:16])[CH:7]=1.[H-].[Na+].[C:26]1([S:32](Cl)(=[O:34])=[O:33])[CH:31]=[CH:30][CH:29]=[CH:28][CH:27]=1. The catalyst is C1COCC1. The product is [C:18]1([S:15]([N:8]2[C:9]3[C:14](=[CH:13][CH:12]=[CH:11][CH:10]=3)[C:6]([C:2]3[N:3]([S:32]([C:26]4[CH:31]=[CH:30][CH:29]=[CH:28][CH:27]=4)(=[O:34])=[O:33])[CH:4]=[CH:5][N:1]=3)=[CH:7]2)(=[O:17])=[O:16])[CH:23]=[CH:22][CH:21]=[CH:20][CH:19]=1. The yield is 0.400. (2) The reactants are C1(C)C=CC=CC=1.[CH3:8][O:9][C:10]1[CH:15]=[C:14]([O:16][CH3:17])[N:13]=[C:12]([CH2:18][C:19](=O)[CH3:20])[N:11]=1.Cl.[Cl:23][C:24]1[CH:29]=[CH:28][C:27]([NH:30]N)=[CH:26][CH:25]=1.C(OCC)(=O)C. The catalyst is [Cl-].[Zn+2].[Cl-].O. The product is [Cl:23][C:24]1[CH:29]=[C:28]2[C:27](=[CH:26][CH:25]=1)[NH:30][C:19]([CH3:20])=[C:18]2[C:12]1[N:13]=[C:14]([O:16][CH3:17])[CH:15]=[C:10]([O:9][CH3:8])[N:11]=1. The yield is 0.840. (3) The reactants are [Al+3].[Cl-].[Cl-].[Cl-].[CH3:5][O:6][C:7]1[CH:50]=[CH:49][C:10]([CH2:11][N:12]([C:31]2[CH:32]=[N:33][C:34]3[C:39]([CH:40]=2)=[CH:38][CH:37]=[C:36]([O:41]CC2C=CC=CC=2)[CH:35]=3)[C:13](=[O:30])[C:14]2[CH:19]=[CH:18][C:17]([O:20][CH3:21])=[C:16]([C:22]3[CH:27]=[CH:26][CH:25]=[C:24]([O:28][CH3:29])[CH:23]=3)[CH:15]=2)=[CH:9][CH:8]=1. The catalyst is C1(OC)C=CC=CC=1.CO. The product is [CH3:5][O:6][C:7]1[CH:8]=[CH:9][C:10]([CH2:11][N:12]([C:31]2[CH:32]=[N:33][C:34]3[C:39]([CH:40]=2)=[CH:38][CH:37]=[C:36]([OH:41])[CH:35]=3)[C:13](=[O:30])[C:14]2[CH:19]=[CH:18][C:17]([O:20][CH3:21])=[C:16]([C:22]3[CH:27]=[CH:26][CH:25]=[C:24]([O:28][CH3:29])[CH:23]=3)[CH:15]=2)=[CH:49][CH:50]=1. The yield is 1.00. (4) The reactants are [CH3:1][O:2][C:3]1[CH:4]=[C:5]([CH:9]=[CH:10][C:11]=1[O:12][CH3:13])[C:6](Cl)=[O:7].[CH2:14]([C:16]1[CH:21]=[CH:20][CH:19]=[CH:18][C:17]=1[CH2:22][CH3:23])[CH3:15].[Cl-].[Al+3].[Cl-].[Cl-].COC1C=C(C(C2C=CC(OC)=CC=2)=CC#N)C=CC=1OC. No catalyst specified. The product is [CH2:14]([C:16]1[CH:21]=[C:20]([C:6]([C:5]2[CH:9]=[CH:10][C:11]([O:12][CH3:13])=[C:3]([O:2][CH3:1])[CH:4]=2)=[O:7])[CH:19]=[CH:18][C:17]=1[CH2:22][CH3:23])[CH3:15]. The yield is 0.410. (5) The reactants are [CH3:1][O:2][C:3](=[O:32])[C@H:4]([CH2:13][C:14]1[CH:19]=[CH:18][C:17]([NH:20][C:21]([C:23]2[CH:28]=[C:27]([C:29]#[N:30])[CH:26]=[CH:25][C:24]=2[Cl:31])=[O:22])=[CH:16][CH:15]=1)[NH:5]C(OC(C)(C)C)=O.[F:33][C:34]([F:39])([F:38])[C:35]([OH:37])=[O:36]. The catalyst is ClCCl. The product is [OH:37][C:35]([C:34]([F:39])([F:38])[F:33])=[O:36].[CH3:1][O:2][C:3](=[O:32])[C@H:4]([CH2:13][C:14]1[CH:15]=[CH:16][C:17]([NH:20][C:21]([C:23]2[CH:28]=[C:27]([C:29]#[N:30])[CH:26]=[CH:25][C:24]=2[Cl:31])=[O:22])=[CH:18][CH:19]=1)[NH2:5]. The yield is 1.00. (6) The reactants are Cl[CH2:2][CH2:3][C:4]([C:10]1[CH:15]=[CH:14][C:13]([F:16])=[CH:12][CH:11]=1)([OH:9])[CH2:5][C:6]([CH3:8])=[CH2:7].BrC1C=CC=CC=1[C@@H]([N:26]=[C:27]=[O:28])C.C1CCN2C(=NCCC2)CC1. The catalyst is C1COCC1.CCOC(C)=O. The product is [F:16][C:13]1[CH:14]=[CH:15][C:10]([C:4]2([CH2:5][C:6]([CH3:8])=[CH2:7])[O:9][C:27](=[O:28])[NH:26][CH2:2][CH2:3]2)=[CH:11][CH:12]=1. The yield is 0.380. (7) The reactants are [CH:1]1[C:13]2[CH:12]([CH2:14][O:15][C:16]([N:18]3[C:23]4[CH:24]=[CH:25][C:26]([C:28]5[N:29]([C:33]([O:35][C:36]([CH3:39])([CH3:38])[CH3:37])=[O:34])[CH:30]=[CH:31][CH:32]=5)=[CH:27][C:22]=4[C:21]([CH3:41])([CH3:40])[O:20][CH:19]3[CH3:42])=[O:17])[C:11]3[C:6](=[CH:7][CH:8]=[CH:9][CH:10]=3)[C:5]=2[CH:4]=[CH:3][CH:2]=1.ClS([N:47]=[C:48]=O)(=O)=O. No catalyst specified. The product is [CH:1]1[C:13]2[CH:12]([CH2:14][O:15][C:16]([N:18]3[C:23]4[CH:24]=[CH:25][C:26]([C:28]5[N:29]([C:33]([O:35][C:36]([CH3:39])([CH3:38])[CH3:37])=[O:34])[C:30]([C:48]#[N:47])=[CH:31][CH:32]=5)=[CH:27][C:22]=4[C:21]([CH3:41])([CH3:40])[O:20][CH:19]3[CH3:42])=[O:17])[C:11]3[C:6](=[CH:7][CH:8]=[CH:9][CH:10]=3)[C:5]=2[CH:4]=[CH:3][CH:2]=1. The yield is 0.650. (8) The reactants are [C:1]([O:6][CH:7]([O:9][C:10]([NH:12][CH2:13][C:14]1([CH2:20][C:21]([O:23]CC=C)=[O:22])[CH2:19][CH2:18][CH2:17][CH2:16][CH2:15]1)=[O:11])[CH3:8])(=[O:5])[CH:2]([CH3:4])[CH3:3].C([O-])=O.[NH4+]. The catalyst is O1CCOCC1.C([O-])(=O)C.[Pd+2].C([O-])(=O)C. The product is [C:1]([O:6][CH:7]([O:9][C:10]([NH:12][CH2:13][C:14]1([CH2:20][C:21]([OH:23])=[O:22])[CH2:19][CH2:18][CH2:17][CH2:16][CH2:15]1)=[O:11])[CH3:8])(=[O:5])[CH:2]([CH3:4])[CH3:3]. The yield is 0.780. (9) The reactants are [BH-](OC(C)=O)(OC(C)=O)OC(C)=O.[Na+].[NH:15]1[CH2:19][CH2:18][CH2:17][CH2:16]1.[OH:20][C:21]1[CH:28]=[CH:27][C:24]([CH:25]=O)=[CH:23][CH:22]=1.Cl. The catalyst is C(Cl)Cl. The product is [N:15]1([CH2:25][C:24]2[CH:27]=[CH:28][C:21]([OH:20])=[CH:22][CH:23]=2)[CH2:19][CH2:18][CH2:17][CH2:16]1. The yield is 0.980.